From a dataset of Experimentally validated miRNA-target interactions with 360,000+ pairs, plus equal number of negative samples. Binary Classification. Given a miRNA mature sequence and a target amino acid sequence, predict their likelihood of interaction. (1) The miRNA is hsa-miR-553 with sequence AAAACGGUGAGAUUUUGUUUU. The protein sequence of the target gene is MAGMVDFQDEEQVKSFLENMEVECNYHCYHEKDPDGCYRLVDYLEGIRKNFDEAAKVLKFNCEENQHSDSCYKLGAYYVTGKGGLTQDLKAAARCFLMACEKPGKKSIAACHNVGLLAHDGQVNEDGQPDLGKARDYYTRACDGGYTSSCFNLSAMFLQGAPGFPKDMDLACKYSMKACDLGHIWACANASRMYKLGDGVDKDEAKAEVLKNRAQQLHKEQQKGVQPLTFG. Result: 0 (no interaction). (2) The miRNA is rno-miR-497-5p with sequence CAGCAGCACACUGUGGUUUGUA. The protein sequence of the target gene is MSVCSSDLSYGSRVCLPGSCDSCSDSWQVDDCPESCCEPPCCAPAPCLSLVCTPVSRVSSPCCRVTCEPSPCQSGCTSSCTPSCCQQSSCQPACCTSSPCQQACCVPVCCKTVCCKPVCCMPVCCGPSSSCCQQSSCQPACCISSPCQQSCCVPVCCKPICCVPVCSGASSLCCQQSSCQPACCTTSCCRPSSSVSLLCRPVCRPARRVPVPSCCVPTSSCQPSCGRLASCGSLLCRPTCSRLAC. Result: 0 (no interaction).